Dataset: Catalyst prediction with 721,799 reactions and 888 catalyst types from USPTO. Task: Predict which catalyst facilitates the given reaction. Reactant: [CH2:1]([N:8]1[CH2:13][CH2:12][C:11]([C:15]2[CH:20]=[CH:19][C:18]([CH2:21][CH2:22][O:23]C3CCCCO3)=[CH:17][CH:16]=2)([OH:14])[CH2:10][CH2:9]1)[C:2]1[CH:7]=[CH:6][CH:5]=[CH:4][CH:3]=1.Cl.C(=O)([O-])O.[Na+]. Product: [CH2:1]([N:8]1[CH2:13][CH2:12][C:11]([C:15]2[CH:16]=[CH:17][C:18]([CH2:21][CH2:22][OH:23])=[CH:19][CH:20]=2)([OH:14])[CH2:10][CH2:9]1)[C:2]1[CH:3]=[CH:4][CH:5]=[CH:6][CH:7]=1. The catalyst class is: 5.